From a dataset of Forward reaction prediction with 1.9M reactions from USPTO patents (1976-2016). Predict the product of the given reaction. (1) Given the reactants [NH2:1][C:2]1[CH:32]=[CH:31][C:5]2[NH:6][C:7]([C:12]3[C:13](=[O:30])[N:14]([CH2:24][CH2:25][C:26]([CH3:29])([CH3:28])[CH3:27])[N:15]=[C:16]([C:19]4[S:20][CH:21]=[CH:22][CH:23]=4)[C:17]=3[OH:18])=[N:8][S:9](=[O:11])(=[O:10])[C:4]=2[CH:3]=1.N1C=CC=CC=1.Cl[CH2:40][CH2:41][S:42](Cl)(=[O:44])=[O:43], predict the reaction product. The product is: [CH3:29][C:26]([CH3:28])([CH3:27])[CH2:25][CH2:24][N:14]1[C:13](=[O:30])[C:12]([C:7]2[NH:6][C:5]3[CH:31]=[CH:32][C:2]([NH:1][S:42]([CH:41]=[CH2:40])(=[O:44])=[O:43])=[CH:3][C:4]=3[S:9](=[O:10])(=[O:11])[N:8]=2)=[C:17]([OH:18])[C:16]([C:19]2[S:20][CH:21]=[CH:22][CH:23]=2)=[N:15]1. (2) Given the reactants [Cl:1][C:2]1[CH:7]=[CH:6][C:5]([C:8]2[N:12]=[C:11]([C:13]([CH3:17])([CH3:16])[CH2:14][NH2:15])[NH:10][N:9]=2)=[CH:4][CH:3]=1.[F:18][C:19]([F:35])([F:34])[C:20]1[O:24][N:23]=[C:22]([C:25]2[CH:26]=[C:27]([CH:31]=[CH:32][CH:33]=2)[C:28](O)=[O:29])[N:21]=1, predict the reaction product. The product is: [Cl:1][C:2]1[CH:3]=[CH:4][C:5]([C:8]2[N:12]=[C:11]([C:13]([CH3:17])([CH3:16])[CH2:14][NH:15][C:28](=[O:29])[C:27]3[CH:31]=[CH:32][CH:33]=[C:25]([C:22]4[N:21]=[C:20]([C:19]([F:35])([F:34])[F:18])[O:24][N:23]=4)[CH:26]=3)[NH:10][N:9]=2)=[CH:6][CH:7]=1.